From a dataset of Reaction yield outcomes from USPTO patents with 853,638 reactions. Predict the reaction yield, written as a fraction of the theoretical maximum amount of product (1.0 means a 100% yield; for example, 0.34 means a 34% yield). The reactants are [C:1]([O:9][CH2:10][CH3:11])(=[O:8])[CH2:2][C:3]([O:5][CH2:6][CH3:7])=[O:4].[H-].[Na+].Br[CH2:15][C:16]#[C:17][CH3:18].Cl. The catalyst is C1COCC1. The product is [CH2:15]([CH:2]([C:3]([O:5][CH2:6][CH3:7])=[O:4])[C:1]([O:9][CH2:10][CH3:11])=[O:8])[C:16]#[C:17][CH3:18]. The yield is 1.00.